This data is from Full USPTO retrosynthesis dataset with 1.9M reactions from patents (1976-2016). The task is: Predict the reactants needed to synthesize the given product. (1) The reactants are: [CH3:1][C:2]1[NH:3][C:4]2[C:9]([CH:10]=1)=[CH:8][CH:7]=[CH:6][CH:5]=2.[Cl-].[CH3:12][C:13]1[CH:22]=[CH:21][C:16]([CH:17]=[N+:18]([CH3:20])[CH3:19])=[CH:15][CH:14]=1.CC1C=CC(C=O)=CC=1.CNC. Given the product [CH3:19][N:18]([CH3:20])[CH:17]([C:10]1[C:9]2[C:4](=[CH:5][CH:6]=[CH:7][CH:8]=2)[NH:3][C:2]=1[CH3:1])[C:16]1[CH:21]=[CH:22][C:13]([CH3:12])=[CH:14][CH:15]=1, predict the reactants needed to synthesize it. (2) Given the product [CH2:3]([O:10][C:11]1[CH:12]=[CH:13][C:14]([N:17]2[C:21]3=[N:22][CH:23]=[CH:24][CH:25]=[C:20]3[N:19]([CH:28]([CH3:30])[CH3:29])[C:18]2=[O:26])=[CH:15][CH:16]=1)[C:4]1[CH:9]=[CH:8][CH:7]=[CH:6][CH:5]=1, predict the reactants needed to synthesize it. The reactants are: [H-].[Na+].[CH2:3]([O:10][C:11]1[CH:16]=[CH:15][C:14]([N:17]2[C:21]3=[N:22][CH:23]=[CH:24][CH:25]=[C:20]3[NH:19][C:18]2=[O:26])=[CH:13][CH:12]=1)[C:4]1[CH:9]=[CH:8][CH:7]=[CH:6][CH:5]=1.I[CH:28]([CH3:30])[CH3:29].[Cl-].[Cl-].[Ca+2].